Dataset: Forward reaction prediction with 1.9M reactions from USPTO patents (1976-2016). Task: Predict the product of the given reaction. (1) Given the reactants [NH2:1][CH2:2][C:3]1[CH:8]=[CH:7][C:6]([S:9]([NH:12][C:13]([CH3:16])([CH3:15])[CH3:14])(=[O:11])=[O:10])=[CH:5][C:4]=1C.BrC1C=CC(S(Cl)(=O)=O)=C([C:29]([F:32])([F:31])[F:30])C=1.C([O-])([O-])=O.[Na+].[Na+], predict the reaction product. The product is: [NH2:1][CH2:2][C:3]1[CH:4]=[CH:5][C:6]([S:9]([NH:12][C:13]([CH3:14])([CH3:15])[CH3:16])(=[O:10])=[O:11])=[C:7]([C:29]([F:32])([F:31])[F:30])[CH:8]=1. (2) Given the reactants [CH2:1]([C:3]1([CH3:10])[CH2:8][CH2:7][CH2:6][CH2:5][C:4]1=[O:9])[CH3:2].[Br:11]C1CC(C(C)C)CCC1=O, predict the reaction product. The product is: [Br:11][CH:5]1[C:4](=[O:9])[C:3]([CH2:1][CH3:2])([CH3:10])[CH2:8][CH2:7][CH2:6]1. (3) Given the reactants [Cl:1][C:2]1[CH:3]=[C:4]2[C:9](=[CH:10][CH:11]=1)[N:8]=[C:7]([NH:12][C:13](=[O:17])OCC)[C:6]([O:18][CH3:19])=[N:5]2.[N+:20]([C:23]1[CH:28]=[CH:27][C:26]([N:29]2[CH2:34][CH2:33][NH:32][CH2:31][CH2:30]2)=[CH:25][CH:24]=1)([O-:22])=[O:21], predict the reaction product. The product is: [Cl:1][C:2]1[CH:3]=[C:4]2[C:9](=[CH:10][CH:11]=1)[N:8]=[C:7]([NH:12][C:13]([N:32]1[CH2:33][CH2:34][N:29]([C:26]3[CH:25]=[CH:24][C:23]([N+:20]([O-:22])=[O:21])=[CH:28][CH:27]=3)[CH2:30][CH2:31]1)=[O:17])[C:6]([O:18][CH3:19])=[N:5]2. (4) Given the reactants [CH3:1]C1C=CC(S([N:11]([N:13]=O)[CH3:12])(=O)=O)=CC=1.[OH-].[K+].[N+:17](=[CH2:19])=[N-:18].[CH3:20][C:21]1[CH:22]([C:25]([O:27][CH2:28][CH3:29])=[O:26])[C:23]=1C, predict the reaction product. The product is: [N+:11](=[CH2:12])=[N-:13].[CH3:1][C:19]12[CH:22]([C:25]([O:27][CH2:28][CH3:29])=[O:26])[C:21]1([CH3:23])[CH2:20][N:18]=[N:17]2. (5) Given the reactants [N:1]1[CH:6]=[CH:5][C:4]([CH:7]([NH:9][C:10]([C:12]2[C:20]3[C:15](=[N:16][CH:17]=[C:18]([C:21]4[C:29]5[C:24](=[CH:25][C:26]([F:30])=[CH:27][CH:28]=5)[NH:23][N:22]=4)[N:19]=3)[N:14]([CH2:31][O:32][CH2:33][CH2:34][Si:35]([CH3:38])([CH3:37])[CH3:36])[CH:13]=2)=[O:11])[CH3:8])=[CH:3][CH:2]=1.[H-].[Na+].Cl.Br[CH2:43][CH2:44][N:45]1[CH2:50][CH2:49][O:48][CH2:47][CH2:46]1, predict the reaction product. The product is: [N:1]1[CH:2]=[CH:3][C:4]([CH:7]([NH:9][C:10]([C:12]2[C:20]3[C:15](=[N:16][CH:17]=[C:18]([C:21]4[C:29]5[C:24](=[CH:25][C:26]([F:30])=[CH:27][CH:28]=5)[N:23]([CH2:43][CH2:44][N:45]5[CH2:50][CH2:49][O:48][CH2:47][CH2:46]5)[N:22]=4)[N:19]=3)[N:14]([CH2:31][O:32][CH2:33][CH2:34][Si:35]([CH3:37])([CH3:36])[CH3:38])[CH:13]=2)=[O:11])[CH3:8])=[CH:5][CH:6]=1. (6) Given the reactants Cl[C:2]1[N:7]=[C:6]([CH3:8])[N:5]=[C:4]([NH2:9])[CH:3]=1.[N:10]1([CH2:16][CH2:17][OH:18])[CH2:15][CH2:14][NH:13][CH2:12][CH2:11]1.CCN(C(C)C)C(C)C, predict the reaction product. The product is: [NH2:9][C:4]1[N:5]=[C:6]([CH3:8])[N:7]=[C:2]([N:13]2[CH2:14][CH2:15][N:10]([CH2:16][CH2:17][OH:18])[CH2:11][CH2:12]2)[CH:3]=1.